Dataset: Catalyst prediction with 721,799 reactions and 888 catalyst types from USPTO. Task: Predict which catalyst facilitates the given reaction. Reactant: [C:1]([C:3]1[CH:8]=[CH:7][CH:6]=[CH:5][C:4]=1[C:9]1[N:14]=[CH:13][C:12]([C:15]([N:17]([CH3:39])[C:18]2[CH:23]=[CH:22][C:21]([CH2:24][N:25]3[CH2:30][CH2:29][N:28](C(OC(C)(C)C)=O)[C@@H:27]([CH3:38])[CH2:26]3)=[CH:20][CH:19]=2)=[O:16])=[CH:11][CH:10]=1)#[N:2].C(O)(C(F)(F)F)=O. Product: [C:1]([C:3]1[CH:8]=[CH:7][CH:6]=[CH:5][C:4]=1[C:9]1[N:14]=[CH:13][C:12]([C:15]([N:17]([CH3:39])[C:18]2[CH:23]=[CH:22][C:21]([CH2:24][N:25]3[CH2:30][CH2:29][NH:28][C@@H:27]([CH3:38])[CH2:26]3)=[CH:20][CH:19]=2)=[O:16])=[CH:11][CH:10]=1)#[N:2]. The catalyst class is: 2.